Dataset: Clinical trial toxicity outcomes and FDA approval status for drugs. Task: Regression/Classification. Given a drug SMILES string, predict its toxicity properties. Task type varies by dataset: regression for continuous values (e.g., LD50, hERG inhibition percentage) or binary classification for toxic/non-toxic outcomes (e.g., AMES mutagenicity, cardiotoxicity, hepatotoxicity). Dataset: clintox. (1) The drug is C/C=C1\NC(=O)[C@H]2CSSCC/C=C/[C@H](CC(=O)N[C@H](C(C)C)C(=O)N2)OC(=O)[C@H](C(C)C)NC1=O. The result is 0 (passed clinical trial). (2) The result is 0 (passed clinical trial). The drug is FC(F)(F)C(Cl)Br. (3) The molecule is COc1cccc(OC)c1C(=O)N[C@@H]1C(=O)N2[C@@H](C(=O)[O-])C(C)(C)S[C@H]12. The result is 0 (passed clinical trial). (4) The compound is CC/C(=C(\c1ccccc1)c1ccc(OCC[NH+](C)C)cc1)c1ccccc1. The result is 0 (passed clinical trial).